Dataset: Forward reaction prediction with 1.9M reactions from USPTO patents (1976-2016). Task: Predict the product of the given reaction. (1) Given the reactants CCN=C=NCCCN(C)C.[CH3:12][C:13]1[CH:18]=[CH:17][C:16]([C:19]2[CH:24]=[C:23]([N:25]3[CH:29]=[N:28][N:27]=[N:26]3)[CH:22]=[C:21]([C:30](O)=[O:31])[CH:20]=2)=[CH:15][CH:14]=1.C1C=CC2N(O)N=NC=2C=1.CN1C(=O)CCC1.[CH3:50][C@H:51]([NH2:59])[CH2:52][N:53]1[CH2:58][CH2:57][O:56][CH2:55][CH2:54]1, predict the reaction product. The product is: [CH3:50][CH:51]([NH:59][C:30]([C:21]1[CH:20]=[C:19]([C:16]2[CH:17]=[CH:18][C:13]([CH3:12])=[CH:14][CH:15]=2)[CH:24]=[C:23]([N:25]2[CH:29]=[N:28][N:27]=[N:26]2)[CH:22]=1)=[O:31])[CH2:52][N:53]1[CH2:58][CH2:57][O:56][CH2:55][CH2:54]1. (2) Given the reactants Br[C:2]1[C:11](=[O:12])[C:10]2[C:5](=[CH:6][CH:7]=[CH:8][CH:9]=2)[O:4][CH:3]=1.C[O:14][C:15]1[CH:20]=[CH:19][C:18](B(O)O)=[CH:17][CH:16]=1.C(=O)([O-])[O-].[Na+].[Na+].Cl.[NH+]1C=CC=CC=1.C([O-])(O)=O.[Na+], predict the reaction product. The product is: [OH:14][C:15]1[CH:20]=[CH:19][C:18]([C:2]2[C:11](=[O:12])[C:10]3[C:5](=[CH:6][CH:7]=[CH:8][CH:9]=3)[O:4][CH:3]=2)=[CH:17][CH:16]=1. (3) Given the reactants [NH2:1][CH:2]([C:5]1[CH:10]=[CH:9][CH:8]=[CH:7][CH:6]=1)[CH2:3][OH:4].[N:11]([C:14]1[CH:19]=[CH:18][C:17]([C:20]2[N:24]=[CH:23][N:22]([C:25]3[CH:30]=[CH:29][C:28]([O:31][C:32]([F:35])([F:34])[F:33])=[CH:27][CH:26]=3)[N:21]=2)=[CH:16][CH:15]=1)=[C:12]=S, predict the reaction product. The product is: [C:5]1([CH:2]2[CH2:3][O:4][C:12]([NH:11][C:14]3[CH:15]=[CH:16][C:17]([C:20]4[N:24]=[CH:23][N:22]([C:25]5[CH:30]=[CH:29][C:28]([O:31][C:32]([F:35])([F:33])[F:34])=[CH:27][CH:26]=5)[N:21]=4)=[CH:18][CH:19]=3)=[N:1]2)[CH:10]=[CH:9][CH:8]=[CH:7][CH:6]=1. (4) The product is: [CH3:3][CH:2]([O:4][C:5]1[CH:6]=[C:7]([C:19]([NH:21][C:22]2[N:27]=[CH:26][C:25]([C:28]([O:30][CH3:31])=[O:29])=[CH:24][CH:23]=2)=[O:20])[CH:8]=[C:9]([OH:11])[CH:10]=1)[CH3:1]. Given the reactants [CH3:1][CH:2]([O:4][C:5]1[CH:6]=[C:7]([C:19]([NH:21][C:22]2[N:27]=[CH:26][C:25]([C:28]([O:30][CH3:31])=[O:29])=[CH:24][CH:23]=2)=[O:20])[CH:8]=[C:9]([O:11]CC2C=CC=CC=2)[CH:10]=1)[CH3:3].C1COCC1.CO, predict the reaction product. (5) Given the reactants [C:1]([O:5][C:6]([N:8]1[C:24](=[O:25])[C:23]2[C:13]3[CH:14]=[CH:15][C:16]4[CH:17]=[N:18][C:19](Cl)=[CH:20][C:21]=4[C:12]=3[N:11]([C:26]([O:28][C:29]([CH3:32])([CH3:31])[CH3:30])=[O:27])[C:10]=2[CH2:9]1)=[O:7])([CH3:4])([CH3:3])[CH3:2].[CH3:33][O:34][CH2:35][CH2:36][CH2:37][O:38][C:39]1[CH:40]=[C:41](B(O)O)[CH:42]=[CH:43][CH:44]=1, predict the reaction product. The product is: [C:1]([O:5][C:6]([N:8]1[C:24](=[O:25])[C:23]2[C:13]3[CH:14]=[CH:15][C:16]4[CH:17]=[N:18][C:19]([C:41]5[CH:42]=[CH:43][CH:44]=[C:39]([O:38][CH2:37][CH2:36][CH2:35][O:34][CH3:33])[CH:40]=5)=[CH:20][C:21]=4[C:12]=3[N:11]([C:26]([O:28][C:29]([CH3:32])([CH3:31])[CH3:30])=[O:27])[C:10]=2[CH2:9]1)=[O:7])([CH3:4])([CH3:3])[CH3:2]. (6) Given the reactants CCN(C(C)C)C(C)C.F[C:11]1[C:19]([F:20])=[C:18]([F:21])[CH:17]=[CH:16][C:12]=1[C:13](Cl)=[O:14].[CH3:22][NH:23][CH2:24][CH2:25][OH:26].[H-].[Na+], predict the reaction product. The product is: [F:21][C:18]1[CH:17]=[CH:16][C:12]2[C:13](=[O:14])[N:23]([CH3:22])[CH2:24][CH2:25][O:26][C:11]=2[C:19]=1[F:20]. (7) Given the reactants F[C:2]1[CH:3]=[CH:4][C:5]([O:18][CH3:19])=[C:6]([CH:8]([OH:17])[C:9]#[C:10][C:11]2[CH:16]=[CH:15][CH:14]=[CH:13][CH:12]=2)[CH:7]=1.COC1C=C([O:30][C:31]([F:34])([F:33])[F:32])C=CC=1C=O, predict the reaction product. The product is: [CH3:19][O:18][C:5]1[CH:4]=[C:3]([O:30][C:31]([F:34])([F:33])[F:32])[CH:2]=[CH:7][C:6]=1[CH:8]([OH:17])[C:9]#[C:10][C:11]1[CH:16]=[CH:15][CH:14]=[CH:13][CH:12]=1.